This data is from Peptide-MHC class I binding affinity with 185,985 pairs from IEDB/IMGT. The task is: Regression. Given a peptide amino acid sequence and an MHC pseudo amino acid sequence, predict their binding affinity value. This is MHC class I binding data. The peptide sequence is TVFKGFVNK. The MHC is HLA-B35:01 with pseudo-sequence HLA-B35:01. The binding affinity (normalized) is 0.0847.